From a dataset of Peptide-MHC class II binding affinity with 134,281 pairs from IEDB. Regression. Given a peptide amino acid sequence and an MHC pseudo amino acid sequence, predict their binding affinity value. This is MHC class II binding data. The peptide sequence is ISTNIRQAGVQYSRA. The MHC is HLA-DPA10301-DPB10402 with pseudo-sequence HLA-DPA10301-DPB10402. The binding affinity (normalized) is 0.187.